Predict the reactants needed to synthesize the given product. From a dataset of Full USPTO retrosynthesis dataset with 1.9M reactions from patents (1976-2016). (1) Given the product [Br:1][C:2]1[CH:7]=[C:6]([O:14][CH3:13])[CH:5]=[C:4]([CH3:11])[N+:3]=1[O-:12], predict the reactants needed to synthesize it. The reactants are: [Br:1][C:2]1[CH:7]=[C:6]([N+]([O-])=O)[CH:5]=[C:4]([CH3:11])[N+:3]=1[O-:12].[CH3:13][O-:14].[Na+]. (2) The reactants are: [Br:1][C:2]1[C:3]([C:9]([CH3:12])([CH3:11])[CH3:10])=[N:4][N:5]([CH3:8])[C:6]=1[NH2:7].[C:13](O[C:13]([O:15][C:16]([CH3:19])([CH3:18])[CH3:17])=[O:14])([O:15][C:16]([CH3:19])([CH3:18])[CH3:17])=[O:14].C(=O)([O-])[O-].[K+].[K+]. Given the product [Br:1][C:2]1[C:3]([C:9]([CH3:12])([CH3:11])[CH3:10])=[N:4][N:5]([CH3:8])[C:6]=1[NH:7][C:13](=[O:14])[O:15][C:16]([CH3:19])([CH3:18])[CH3:17], predict the reactants needed to synthesize it. (3) The reactants are: Br[C:2]1[CH:3]=[C:4]([C:8]([OH:11])([CH3:10])[CH3:9])[CH:5]=[N:6][CH:7]=1.CC1(C)C2[C:34](=C(P(C3C=CC=CC=3)C3C=CC=CC=3)C=CC=2)[O:33][C:15]2C(P(C3C=CC=CC=3)C3C=CC=CC=3)=CC=CC1=2.C[OH:55].C(N(CC)CC)C. Given the product [OH:11][C:8]([C:4]1[CH:3]=[C:2]([C:15]([O:33][CH3:34])=[O:55])[CH:7]=[N:6][CH:5]=1)([CH3:10])[CH3:9], predict the reactants needed to synthesize it. (4) Given the product [CH3:14][O:13][CH2:12][CH2:11][C:9]1[N:8]=[C:7]2[C:3]([N:4]=[CH:5][NH:6]2)=[C:2]([N:15]2[CH2:20][CH2:19][O:18][CH2:17][CH2:16]2)[N:10]=1, predict the reactants needed to synthesize it. The reactants are: Cl[C:2]1[N:10]=[C:9]([CH2:11][CH2:12][O:13][CH3:14])[N:8]=[C:7]2[C:3]=1[N:4]=[CH:5][NH:6]2.[NH:15]1[CH2:20][CH2:19][O:18][CH2:17][CH2:16]1.ClCCl. (5) Given the product [CH2:1]([N:8]1[CH2:13][CH2:12][N:11]2[C:16](=[O:17])[O:15][CH2:14][CH:10]2[CH2:9]1)[C:2]1[CH:3]=[CH:4][CH:5]=[CH:6][CH:7]=1, predict the reactants needed to synthesize it. The reactants are: [CH2:1]([N:8]1[CH2:13][CH2:12][NH:11][CH:10]([CH2:14][OH:15])[CH2:9]1)[C:2]1[CH:7]=[CH:6][CH:5]=[CH:4][CH:3]=1.[C:16](N1C=CN=C1)(N1C=CN=C1)=[O:17].C(N(CC)CC)C.O1CCCC1. (6) Given the product [N:32]([CH:7]([C:9]1([OH:8])[CH2:10][N:11]([C:13]([C:15]2[CH:16]=[CH:17][C:18]([F:31])=[C:19]([F:30])[C:20]=2[NH:21][C:22]2[CH:27]=[CH:26][C:25]([I:28])=[CH:24][C:23]=2[F:29])=[O:14])[CH2:12]1)[CH2:6][CH:2]1[O:3][CH2:4][CH2:5][O:1]1)=[N+:33]=[N-:34], predict the reactants needed to synthesize it. The reactants are: [O:1]1[CH2:5][CH2:4][O:3][CH:2]1[CH2:6][CH:7]1[C:9]2([CH2:12][N:11]([C:13]([C:15]3[C:20]([NH:21][C:22]4[CH:27]=[CH:26][C:25]([I:28])=[CH:24][C:23]=4[F:29])=[C:19]([F:30])[C:18]([F:31])=[CH:17][CH:16]=3)=[O:14])[CH2:10]2)[O:8]1.[N-:32]=[N+:33]=[N-:34].[Na+].C(OCC)(=O)C. (7) Given the product [C:14]([O:1][C:2]1[CH:3]=[C:4]([CH:9]=[CH:10][C:11]=1[O:12][CH3:13])[C:5]([O:7][CH3:8])=[O:6])(=[O:16])[CH3:15], predict the reactants needed to synthesize it. The reactants are: [OH:1][C:2]1[CH:3]=[C:4]([CH:9]=[CH:10][C:11]=1[O:12][CH3:13])[C:5]([O:7][CH3:8])=[O:6].[C:14]([O-])(=[O:16])[CH3:15].[Na+].